This data is from Full USPTO retrosynthesis dataset with 1.9M reactions from patents (1976-2016). The task is: Predict the reactants needed to synthesize the given product. (1) Given the product [NH2:1][C:2]1[C:7]([C:8]#[N:9])=[C:6]([C:10]2[CH:11]=[CH:12][C:13]([O:16][CH2:17][CH2:18][O:19][CH3:20])=[CH:14][CH:15]=2)[C:5]([C:21]#[N:22])=[C:4]([S:23][CH2:25][C:26]2[N:27]=[C:28]([N:31]3[CH2:36][CH2:35][O:34][CH2:33][CH2:32]3)[S:29][CH:30]=2)[N:3]=1, predict the reactants needed to synthesize it. The reactants are: [NH2:1][C:2]1[C:7]([C:8]#[N:9])=[C:6]([C:10]2[CH:15]=[CH:14][C:13]([O:16][CH2:17][CH2:18][O:19][CH3:20])=[CH:12][CH:11]=2)[C:5]([C:21]#[N:22])=[C:4]([SH:23])[N:3]=1.Cl[CH2:25][C:26]1[N:27]=[C:28]([N:31]2[CH2:36][CH2:35][O:34][CH2:33][CH2:32]2)[S:29][CH:30]=1.C1CCN2C(=NCCC2)CC1. (2) Given the product [NH2:1][C:4]1[CH:9]=[CH:8][N:7]=[CH:6][C:5]=1[O:11][C:12]1[CH:17]=[CH:16][CH:15]=[CH:14][CH:13]=1, predict the reactants needed to synthesize it. The reactants are: [N+:1]([C:4]1[CH:9]=[CH:8][N+:7]([O-])=[CH:6][C:5]=1[O:11][C:12]1[CH:17]=[CH:16][CH:15]=[CH:14][CH:13]=1)([O-])=O.O. (3) Given the product [CH3:17][N:16]([C:15](/[CH:1]=[CH:2]/[CH:4]1[CH2:9][CH2:8][CH2:7][CH2:6][CH2:5]1)=[O:14])[CH3:18], predict the reactants needed to synthesize it. The reactants are: [CH3:1][C:2]([CH:4]1[CH2:9][CH2:8][CH2:7][CH2:6][CH2:5]1)=O.C([O:14][CH:15](N(C)C)[N:16]([CH3:18])[CH3:17])(C)(C)C. (4) Given the product [Cl:24][C:14]1[CH:13]=[C:12]([O:11][CH2:10][C:9]2[S:8][C:7]([C:25]3[CH:30]=[CH:29][C:28]([C:31]([F:33])([F:32])[F:34])=[CH:27][CH:26]=3)=[N:6][C:5]=2[CH2:1][CH2:2][CH2:3][CH2:4][OH:35])[CH:17]=[CH:16][C:15]=1[C:18]1[NH:22][C:21](=[O:23])[O:20][N:19]=1, predict the reactants needed to synthesize it. The reactants are: [CH2:1]([C:5]1[N:6]=[C:7]([C:25]2[CH:30]=[CH:29][C:28]([C:31]([F:34])([F:33])[F:32])=[CH:27][CH:26]=2)[S:8][C:9]=1[CH2:10][O:11][C:12]1[CH:17]=[CH:16][C:15]([C:18]2[NH:22][C:21](=[O:23])[O:20][N:19]=2)=[C:14]([Cl:24])[CH:13]=1)[CH2:2][CH:3]=[CH2:4].[OH-:35].[Na+].OO.O. (5) Given the product [Cl:14][C:6]1[CH:7]=[C:8]([C:10]([F:13])([F:12])[F:11])[CH:9]=[C:4]([Cl:3])[C:5]=1[N:15]1[C:19]([N:20]([CH3:21])[CH2:22][CH2:23][O:24][C:40](=[O:41])[C:39]2[CH:43]=[CH:44][C:36]([C:35]([F:34])([F:45])[F:46])=[CH:37][CH:38]=2)=[C:18]([S:25]([C:28]([F:31])([F:29])[F:30])(=[O:26])=[O:27])[C:17]([C:32]#[N:33])=[N:16]1, predict the reactants needed to synthesize it. The reactants are: [H-].[Na+].[Cl:3][C:4]1[CH:9]=[C:8]([C:10]([F:13])([F:12])[F:11])[CH:7]=[C:6]([Cl:14])[C:5]=1[N:15]1[C:19]([N:20]([CH2:22][CH2:23][OH:24])[CH3:21])=[C:18]([S:25]([C:28]([F:31])([F:30])[F:29])(=[O:27])=[O:26])[C:17]([C:32]#[N:33])=[N:16]1.[F:34][C:35]([F:46])([F:45])[C:36]1[CH:44]=[CH:43][C:39]([C:40](Cl)=[O:41])=[CH:38][CH:37]=1.[Cl-].[NH4+]. (6) Given the product [CH3:31][C:10]1[S:11][C:12]([C:13]2[CH:18]=[CH:17][N:16]=[C:15]([NH:19][C:20]3[CH:29]=[C:28]4[C:23]([CH2:24][CH2:25][N:26]([CH3:30])[CH2:27]4)=[CH:22][CH:21]=3)[N:14]=2)=[C:8]([C:4]2[CH:3]=[C:2]([NH:1][C:36](=[O:37])[C:35]3[CH:39]=[CH:40][CH:41]=[CH:42][C:34]=3[O:33][CH3:32])[CH:7]=[CH:6][CH:5]=2)[N:9]=1, predict the reactants needed to synthesize it. The reactants are: [NH2:1][C:2]1[CH:3]=[C:4]([C:8]2[N:9]=[C:10]([CH3:31])[S:11][C:12]=2[C:13]2[CH:18]=[CH:17][N:16]=[C:15]([NH:19][C:20]3[CH:29]=[C:28]4[C:23]([CH2:24][CH2:25][N:26]([CH3:30])[CH2:27]4)=[CH:22][CH:21]=3)[N:14]=2)[CH:5]=[CH:6][CH:7]=1.[CH3:32][O:33][C:34]1[CH:42]=[CH:41][CH:40]=[CH:39][C:35]=1[C:36](Cl)=[O:37]. (7) Given the product [O:1]=[C:2]1[C:10](=[C:11]2[C:19]3[C:14](=[CH:15][C:16]([C:20]([Cl:26])=[O:22])=[CH:17][CH:18]=3)[CH2:13][O:12]2)[C:9]2[C:4](=[CH:5][CH:6]=[CH:7][CH:8]=2)[NH:3]1, predict the reactants needed to synthesize it. The reactants are: [O:1]=[C:2]1[C:10](=[C:11]2[C:19]3[C:14](=[CH:15][C:16]([C:20]([OH:22])=O)=[CH:17][CH:18]=3)[CH2:13][O:12]2)[C:9]2[C:4](=[CH:5][CH:6]=[CH:7][CH:8]=2)[NH:3]1.C(Cl)(=O)C([Cl:26])=O.C(Cl)Cl. (8) Given the product [ClH:13].[ClH:13].[O:43]=[C:44]1[CH2:49][S:48][C:47]2[CH:50]=[CH:51][C:52]([CH2:54][NH:15][CH:16]3[CH2:21][CH2:20][N:19]([CH2:22][CH:23]4[C:27]5=[CH:28][CH:29]=[N:30][C:31]6[CH:32]=[CH:33][C:34](=[O:35])[N:25]([C:26]=65)[CH2:24]4)[CH2:18][CH2:17]3)=[N:53][C:46]=2[NH:45]1, predict the reactants needed to synthesize it. The reactants are: C1(N)C(F)=C(F)C(F)=C(N)C=1F.[ClH:13].Cl.[NH2:15][CH:16]1[CH2:21][CH2:20][N:19]([CH2:22][CH:23]2[C:27]3=[CH:28][CH:29]=[N:30][C:31]4[CH:32]=[CH:33][C:34](=[O:35])[N:25]([C:26]=43)[CH2:24]2)[CH2:18][CH2:17]1.C(N(CC)CC)C.[O:43]=[C:44]1[CH2:49][S:48][C:47]2[CH:50]=[CH:51][C:52]([CH:54]=O)=[N:53][C:46]=2[NH:45]1.[BH4-].[Na+].